From a dataset of Forward reaction prediction with 1.9M reactions from USPTO patents (1976-2016). Predict the product of the given reaction. (1) Given the reactants [F:1][C:2]([F:18])([F:17])[C:3]1[CH:8]=[CH:7][C:6]([C:9]2[CH:14]=[CH:13][CH:12]=[C:11]([CH2:15][OH:16])[CH:10]=2)=[CH:5][CH:4]=1.P(CCCC)(CCCC)CCCC.O[C:33]1[CH:38]=[CH:37][C:36]([CH2:39][CH2:40][C:41]([O:43][CH2:44][CH3:45])=[O:42])=[C:35]([CH3:46])[CH:34]=1, predict the reaction product. The product is: [CH3:46][C:35]1[CH:34]=[C:33]([O:16][CH2:15][C:11]2[CH:10]=[C:9]([C:6]3[CH:5]=[CH:4][C:3]([C:2]([F:17])([F:18])[F:1])=[CH:8][CH:7]=3)[CH:14]=[CH:13][CH:12]=2)[CH:38]=[CH:37][C:36]=1[CH2:39][CH2:40][C:41]([O:43][CH2:44][CH3:45])=[O:42]. (2) Given the reactants O.[O:2]=[C:3]([CH2:5][N:6]([C:8](=[NH:10])[NH2:9])[CH3:7])O.[ClH:11], predict the reaction product. The product is: [CH3:7][N:6]1[C:8]([NH2:10])=[N:9][C:3](=[O:2])[CH2:5]1.[ClH:11]. (3) Given the reactants [Si:1]([O:8][CH2:9][CH2:10][OH:11])([C:4]([CH3:7])([CH3:6])[CH3:5])([CH3:3])[CH3:2].N1C(C)=CC=CC=1C.[F:20][C:21]([F:34])([F:33])[S:22](O[S:22]([C:21]([F:34])([F:33])[F:20])(=[O:24])=[O:23])(=[O:24])=[O:23], predict the reaction product. The product is: [O:11]([CH2:10][CH2:9][O:8][Si:1]([C:4]([CH3:6])([CH3:7])[CH3:5])([CH3:3])[CH3:2])[S:22]([C:21]([F:34])([F:33])[F:20])(=[O:24])=[O:23]. (4) Given the reactants [F:1][C:2]([F:26])([F:25])[O:3][C:4]1[CH:9]=[CH:8][C:7]([N:10]2[CH:14]=[N:13][C:12]([C:15]3[CH:16]=[C:17]([CH2:21][CH2:22][CH2:23][NH2:24])[CH:18]=[CH:19][CH:20]=3)=[N:11]2)=[CH:6][CH:5]=1.[CH:27]([C:30]1[CH:35]=[CH:34][CH:33]=[CH:32][C:31]=1[NH:36][C:37]([NH2:39])=[S:38])([CH3:29])[CH3:28].[C:40]([O-])(=[O:42])C.[Na+], predict the reaction product. The product is: [CH:27]([C:30]1[CH:35]=[CH:34][CH:33]=[CH:32][C:31]=1[NH:36][C:37]([NH:39][C:40]([NH:24][CH2:23][CH2:22][CH2:21][C:17]1[CH:18]=[CH:19][CH:20]=[C:15]([C:12]2[N:13]=[CH:14][N:10]([C:7]3[CH:6]=[CH:5][C:4]([O:3][C:2]([F:1])([F:25])[F:26])=[CH:9][CH:8]=3)[N:11]=2)[CH:16]=1)=[O:42])=[S:38])([CH3:29])[CH3:28]. (5) Given the reactants C(C1NNC(=O)C=1CC1C=CC=CC=1OCC1C=CC=CC=1C)(C)C.CC(OC[C@H]1O[C@H](Br)[C@H](OC(C)=O)[C@@H](OC(C)=O)[C@@H]1OC(C)=O)=O.C(=O)([O-])[O-].[K+].[K+].[CH:56]([C:59]1[NH:63][N:62]=[C:61]([O:64][C@@H:65]2[O:82][C@H:81]([CH2:83][O:84]C(=O)C)[C@@H:76]([O:77]C(=O)C)[C@H:71]([O:72]C(=O)C)[C@H:66]2[O:67]C(=O)C)[C:60]=1[CH2:88][C:89]1[CH:94]=[CH:93][CH:92]=[CH:91][C:90]=1[O:95][CH2:96][C:97]1[CH:102]=[CH:101][CH:100]=[CH:99][C:98]=1[CH3:103])([CH3:58])[CH3:57].C[O-].[Na+].Cl, predict the reaction product. The product is: [C@@H:65]1([O:64][C:61]2[C:60]([CH2:88][C:89]3[CH:94]=[CH:93][CH:92]=[CH:91][C:90]=3[O:95][CH2:96][C:97]3[CH:102]=[CH:101][CH:100]=[CH:99][C:98]=3[CH3:103])=[C:59]([CH:56]([CH3:58])[CH3:57])[NH:63][N:62]=2)[O:82][C@H:81]([CH2:83][OH:84])[C@@H:76]([OH:77])[C@H:71]([OH:72])[C@H:66]1[OH:67]. (6) Given the reactants [H-].[Na+].[N:3]1([C:8]2[CH:9]=[C:10]([C:18]3[S:22][C:21]([NH2:23])=[N:20][C:19]=3[CH3:24])[CH:11]=[CH:12][C:13]=2[S:14]([CH3:17])(=[O:16])=[O:15])[CH:7]=[CH:6][N:5]=[CH:4]1.[C:25](N1C=CN=C1)([N:27]1[CH:31]=[CH:30][N:29]=[CH:28]1)=[O:26], predict the reaction product. The product is: [N:3]1([C:8]2[CH:9]=[C:10]([C:18]3[S:22][C:21]([NH:23][C:25]([N:27]4[CH:31]=[CH:30][N:29]=[CH:28]4)=[O:26])=[N:20][C:19]=3[CH3:24])[CH:11]=[CH:12][C:13]=2[S:14]([CH3:17])(=[O:16])=[O:15])[CH:7]=[CH:6][N:5]=[CH:4]1. (7) Given the reactants C[O:2][C:3](=[O:22])[CH2:4][CH2:5][C:6]1[CH:11]=[CH:10][C:9]([O:12][C:13]2[CH:18]=[C:17]([F:19])[CH:16]=[C:15](Br)[CH:14]=2)=[CH:8][C:7]=1[CH3:21].[CH2:23]([C:25]1[CH:30]=[CH:29][C:28]([OH:31])=[C:27]([CH:32]([C:34]2[CH:39]=[CH:38][CH:37]=[CH:36][CH:35]=2)[CH3:33])[CH:26]=1)[CH3:24], predict the reaction product. The product is: [CH2:23]([C:25]1[CH:30]=[CH:29][C:28]([O:31][C:15]2[CH:14]=[C:13]([CH:18]=[C:17]([F:19])[CH:16]=2)[O:12][C:9]2[CH:10]=[CH:11][C:6]([CH2:5][CH2:4][C:3]([OH:2])=[O:22])=[C:7]([CH3:21])[CH:8]=2)=[C:27]([CH:32]([C:34]2[CH:39]=[CH:38][CH:37]=[CH:36][CH:35]=2)[CH3:33])[CH:26]=1)[CH3:24]. (8) Given the reactants [Cl:1][C:2]1[CH:7]=[CH:6][CH:5]=[CH:4][C:3]=1[C:8](=[O:17])[CH2:9][C:10]1[CH:15]=[CH:14][C:13]([Cl:16])=[CH:12][CH:11]=1.CO[CH:20](OC)[N:21]([CH3:23])[CH3:22], predict the reaction product. The product is: [Cl:1][C:2]1[CH:7]=[CH:6][CH:5]=[CH:4][C:3]=1[C:8](=[O:17])[C:9]([C:10]1[CH:11]=[CH:12][C:13]([Cl:16])=[CH:14][CH:15]=1)=[CH:20][N:21]([CH3:23])[CH3:22]. (9) Given the reactants [OH:1][CH:2]1[CH2:20][C:7]2=[N:8][N:9]([CH2:11][C:12]3[CH:17]=[CH:16][C:15]([O:18][CH3:19])=[CH:14][CH:13]=3)[CH:10]=[C:6]2[C:5](=[O:21])[CH2:4][CH2:3]1.[H-].[Na+].[CH3:24]I, predict the reaction product. The product is: [CH3:24][O:1][CH:2]1[CH2:3][CH2:4][C:5](=[O:21])[C:6]2=[CH:10][N:9]([CH2:11][C:12]3[CH:17]=[CH:16][C:15]([O:18][CH3:19])=[CH:14][CH:13]=3)[N:8]=[C:7]2[CH2:20]1. (10) Given the reactants [NH:1]1[CH2:5][CH2:4][CH2:3][C:2]1=[O:6].[C:7](O[C:7]([O:9][C:10]([CH3:13])([CH3:12])[CH3:11])=[O:8])([O:9][C:10]([CH3:13])([CH3:12])[CH3:11])=[O:8], predict the reaction product. The product is: [C:10]([O:9][C:7]([N:1]1[CH2:5][CH2:4][CH2:3][C:2]1=[O:6])=[O:8])([CH3:13])([CH3:12])[CH3:11].